This data is from Orexin1 receptor HTS with 218,158 compounds and 233 confirmed actives. The task is: Binary Classification. Given a drug SMILES string, predict its activity (active/inactive) in a high-throughput screening assay against a specified biological target. (1) The result is 0 (inactive). The compound is s1c2ncn(CC(=O)NCCCC(=O)N3CCN(CC3)c3ncccn3)c(=O)c2c(c1C)C. (2) The compound is O=C(N(C(C)C)C(C)C)c1ccc(cc1)C(=O)Nc1ccc([N+]([O-])=O)cc1. The result is 0 (inactive). (3) The compound is O=C1N(c2c(C1Cc1n(c(=O)c3c(n1)cccc3)c1ccccc1)cccc2)CC. The result is 0 (inactive). (4) The drug is Fc1c(CN(Cc2ccccc2)CCO)cccc1. The result is 0 (inactive). (5) The compound is s1c(c2nc(n3c(ccc3)C#N)ncc2)ccc1. The result is 1 (active).